This data is from Choline transporter screen with 302,306 compounds. The task is: Binary Classification. Given a drug SMILES string, predict its activity (active/inactive) in a high-throughput screening assay against a specified biological target. (1) The compound is S(c1n(nnn1)c1cc(c(cc1)C)C)CC(=O)Nc1cc(NC(=O)c2occc2)ccc1. The result is 0 (inactive). (2) The compound is o1c(CC(C)C)ccc1C(=O)Nc1ccc(Cc2ccncc2)cc1. The result is 0 (inactive). (3) The drug is Clc1cc(CNc2n(c(c3cc4OCOc4cc3)cn2)C)ccc1. The result is 0 (inactive). (4) The molecule is Clc1c(OCCOCCN2CCNCC2)c(Cl)cc(c1)C. The result is 0 (inactive). (5) The compound is Brc1c(cc(NC(=O)CCN2CCCCC2)cc1)C. The result is 0 (inactive).